Dataset: Retrosynthesis with 50K atom-mapped reactions and 10 reaction types from USPTO. Task: Predict the reactants needed to synthesize the given product. (1) Given the product O=C1N(Cc2ccc(C(F)(F)F)o2)c2ccccc2[C@@]12COc1cc3c(cc12)CCO3, predict the reactants needed to synthesize it. The reactants are: FC(F)(F)c1ccc(CBr)o1.O=C1Nc2ccccc2C12COc1cc3c(cc12)CCO3. (2) Given the product N#Cc1ccc(-n2nc(C(N)=O)c3c2-c2cc(NC(=O)c4ccccc4Cl)ccc2CC3)cc1, predict the reactants needed to synthesize it. The reactants are: NC(=O)c1nn(-c2ccc(Br)cc2)c2c1CCc1ccc(NC(=O)c3ccccc3Cl)cc1-2.[C-]#N. (3) Given the product CN(C)C(=O)CN(c1nc(C(=O)NCc2ccc(F)cc2)c(O)c2ncccc12)S(C)(=O)=O, predict the reactants needed to synthesize it. The reactants are: CN(C)C(=O)CNS(C)(=O)=O.O=C(NCc1ccc(F)cc1)c1nc(Br)c2cccnc2c1O. (4) Given the product CCS(=O)(=O)c1ccc(Sc2cc(Cl)ccc2O)cc1, predict the reactants needed to synthesize it. The reactants are: CCS(=O)(=O)c1ccc(Sc2cc(Cl)ccc2OC)cc1. (5) Given the product C=C[C@H]1CN(C(=O)c2cc(-c3ccc(F)cc3)on2)[C@@H](CC(C)C)C(=O)N1, predict the reactants needed to synthesize it. The reactants are: C=C[C@H]1CN[C@@H](CC(C)C)C(=O)N1.O=C(O)c1cc(-c2ccc(F)cc2)on1. (6) Given the product COc1cc(O)ccc1-c1nc2nccnc2[nH]1, predict the reactants needed to synthesize it. The reactants are: COc1cc(OC(C)=O)ccc1-c1nc2nccnc2[nH]1. (7) Given the product CCOC(=O)C1(C(=O)Nc2ccccc2)CC1, predict the reactants needed to synthesize it. The reactants are: CCOC(=O)C1(C(=O)O)CC1.Nc1ccccc1. (8) The reactants are: CCOC(=O)C(NC(=O)NNC(=O)c1ccccc1)C(C)C. Given the product CCOC(=O)C(Nc1nnc(-c2ccccc2)o1)C(C)C, predict the reactants needed to synthesize it. (9) Given the product CC(C)(C)OC(=O)N1CCC(Oc2cccc3c2CCN3c2ncc(Br)cn2)CC1, predict the reactants needed to synthesize it. The reactants are: CC(C)(C)OC(=O)N1CCC(Oc2cccc3c2CCN3)CC1.Clc1ncc(Br)cn1.